Dataset: Full USPTO retrosynthesis dataset with 1.9M reactions from patents (1976-2016). Task: Predict the reactants needed to synthesize the given product. (1) Given the product [F:17][C:16]([F:19])([F:18])[C:14]([OH:20])=[O:15].[CH3:1][O:2][CH:3]1[CH2:6][NH:5][CH2:4]1, predict the reactants needed to synthesize it. The reactants are: [CH3:1][O:2][CH:3]1[CH2:6][N:5](C(OC(C)(C)C)=O)[CH2:4]1.[C:14]([OH:20])([C:16]([F:19])([F:18])[F:17])=[O:15].C(Cl)Cl. (2) Given the product [Cl:10][C:9]1[C:4]2[CH:3]=[C:2]([CH:12]3[CH2:14][CH2:13]3)[S:11][C:5]=2[N:6]=[CH:7][N:8]=1, predict the reactants needed to synthesize it. The reactants are: Br[C:2]1[S:11][C:5]2[N:6]=[CH:7][N:8]=[C:9]([Cl:10])[C:4]=2[CH:3]=1.[CH:12]1(B(O)O)[CH2:14][CH2:13]1.C(=O)([O-])[O-].[Na+].[Na+].C1C=CC(P(C2C=CC=CC=2)C2C=CC=CC=2)=CC=1. (3) Given the product [S:12]1[CH:16]=[CH:15][CH:14]=[C:13]1[C:2]1[CH:10]=[C:9]2[C:5]([CH2:6][NH:7][C:8]2=[O:11])=[CH:4][CH:3]=1, predict the reactants needed to synthesize it. The reactants are: Br[C:2]1[CH:10]=[C:9]2[C:5]([CH2:6][NH:7][C:8]2=[O:11])=[CH:4][CH:3]=1.[S:12]1[CH:16]=[CH:15][CH:14]=[C:13]1B(O)O.